Dataset: Reaction yield outcomes from USPTO patents with 853,638 reactions. Task: Predict the reaction yield, written as a fraction of the theoretical maximum amount of product (1.0 means a 100% yield; for example, 0.34 means a 34% yield). (1) The reactants are [NH2:1][C:2]1[NH:6][N:5]=[C:4]([CH3:7])[C:3]=1[C:8]#[N:9].CN(C)[CH:12]=[CH:13][C:14]([C:16]1[CH:17]=[CH:18][C:19]([F:28])=[C:20]([N:22]([CH3:27])[S:23]([CH3:26])(=[O:25])=[O:24])[CH:21]=1)=O.C(OCC)(=O)C. The catalyst is C(O)(=O)C. The product is [F:28][C:19]1[CH:18]=[CH:17][C:16]([C:14]2[N:6]3[N:5]=[C:4]([CH3:7])[C:3]([C:8]#[N:9])=[C:2]3[N:1]=[CH:12][CH:13]=2)=[CH:21][C:20]=1[N:22]([CH3:27])[S:23]([CH3:26])(=[O:25])=[O:24]. The yield is 0.550. (2) The reactants are [NH2:1][C:2]1[CH:6]=[CH:5][S:4][C:3]=1[S:7]([NH2:10])(=[O:9])=[O:8].[Br:11][C:12]1[CH:13]=[C:14]([S:18](Cl)(=[O:20])=[O:19])[CH:15]=[CH:16][CH:17]=1. The catalyst is N1C=CC=CC=1. The product is [Br:11][C:12]1[CH:13]=[C:14]([S:18]([NH:1][C:2]2[CH:6]=[CH:5][S:4][C:3]=2[S:7]([NH2:10])(=[O:9])=[O:8])(=[O:20])=[O:19])[CH:15]=[CH:16][CH:17]=1. The yield is 0.660. (3) The yield is 0.360. The catalyst is CN(C=O)C. The product is [CH2:13]([O:20][C:2]1[CH:7]=[CH:6][C:5]([N+:8]([O-:10])=[O:9])=[C:4]([F:11])[C:3]=1[F:12])[C:14]1[CH:19]=[CH:18][CH:17]=[CH:16][CH:15]=1. The reactants are F[C:2]1[CH:7]=[CH:6][C:5]([N+:8]([O-:10])=[O:9])=[C:4]([F:11])[C:3]=1[F:12].[CH2:13]([OH:20])[C:14]1[CH:19]=[CH:18][CH:17]=[CH:16][CH:15]=1.C([O-])([O-])=O.[K+].[K+].O. (4) The reactants are [NH2:1][C:2]1[C:3]([C:7]2[N:8]([CH2:25][CH3:26])[C:9]3[CH:14]=[C:13]([CH2:15][NH:16][CH3:17])[N:12]=[C:11]([C:18]#[C:19]C(C)(O)C)[C:10]=3[N:24]=2)=[N:4][O:5][N:6]=1.[CH3:27][C:28]([OH:30])=O.CN1CC[O:35][CH2:34][CH2:33]1.[CH3:38]CN=C=NCCCN(C)C.Cl. The catalyst is CN(C=O)C. The product is [NH2:1][C:2]1[C:3]([C:7]2[N:8]([CH2:25][CH3:26])[C:9]3[CH:14]=[C:13]([CH2:15][N:16]([CH3:17])[C:34](=[O:35])[CH3:33])[N:12]=[C:11]([C:18]#[C:19][C:28]([OH:30])([CH3:27])[CH3:38])[C:10]=3[N:24]=2)=[N:4][O:5][N:6]=1. The yield is 0.700. (5) The reactants are [CH3:1][O:2][C:3](=[O:12])[C:4]1[C:9](I)=[CH:8][CH:7]=[CH:6][C:5]=1[F:11].C([Mg]Cl)(C)C.C(O[B:22]1[O:26][C:25]([CH3:28])([CH3:27])[C:24]([CH3:30])([CH3:29])[O:23]1)(C)C.[NH4+].[Cl-]. The catalyst is C1COCC1. The product is [CH3:1][O:2][C:3](=[O:12])[C:4]1[C:9]([B:22]2[O:26][C:25]([CH3:28])([CH3:27])[C:24]([CH3:30])([CH3:29])[O:23]2)=[CH:8][CH:7]=[CH:6][C:5]=1[F:11]. The yield is 0.750. (6) The reactants are [Cl:1][C:2]1[N:3]=[C:4]([C:9]([NH:11][C@H:12]2[CH2:17][CH2:16][N:15]([C:18]3[S:19][C:20]([C:23](O)=[O:24])=[CH:21][N:22]=3)[CH2:14][C@H:13]2[O:26][CH3:27])=[O:10])[NH:5][C:6]=1[CH2:7][CH3:8].Cl.[CH3:29][NH:30][CH3:31].CCN=C=NCCCN(C)C.Cl.C1C=CC2N(O)N=NC=2C=1.C(N(C(C)C)CC)(C)C. The catalyst is CC(N(C)C)=O.ClCCl. The product is [Cl:1][C:2]1[N:3]=[C:4]([C:9]([NH:11][C@H:12]2[CH2:17][CH2:16][N:15]([C:18]3[S:19][C:20]([C:23]([N:30]([CH3:31])[CH3:29])=[O:24])=[CH:21][N:22]=3)[CH2:14][C@H:13]2[O:26][CH3:27])=[O:10])[NH:5][C:6]=1[CH2:7][CH3:8]. The yield is 0.870. (7) The reactants are [CH2:1]([O:8][C:9](=[O:24])[CH:10]([NH:16][C:17]([O:19][C:20]([CH3:23])([CH3:22])[CH3:21])=[O:18])[CH2:11][CH2:12][C:13](O)=[O:14])[C:2]1[CH:7]=[CH:6][CH:5]=[CH:4][CH:3]=1.C(OC(Cl)=O)C.[BH4-].[Na+].Cl. The catalyst is C1COCC1.O. The product is [CH2:1]([O:8][C:9](=[O:24])[CH:10]([NH:16][C:17]([O:19][C:20]([CH3:22])([CH3:21])[CH3:23])=[O:18])[CH2:11][CH2:12][CH2:13][OH:14])[C:2]1[CH:7]=[CH:6][CH:5]=[CH:4][CH:3]=1. The yield is 0.750. (8) The reactants are C([O:8][C:9]1[CH:14]=[CH:13][C:12]([C:15]2[C:23]3[C:18](=[N:19][CH:20]=[N:21][C:22]=3[NH2:24])[N:17]([C@H:25]3[CH2:30][CH2:29][C@H:28]([N:31]4[CH2:36][CH2:35][N:34]([CH3:37])[CH2:33][CH2:32]4)[CH2:27][CH2:26]3)[N:16]=2)=[CH:11][CH:10]=1)C1C=CC=CC=1.C([O-])=O.[NH4+]. The catalyst is C(O)C.[Pd]. The product is [NH2:24][C:22]1[N:21]=[CH:20][N:19]=[C:18]2[N:17]([C@H:25]3[CH2:30][CH2:29][C@H:28]([N:31]4[CH2:32][CH2:33][N:34]([CH3:37])[CH2:35][CH2:36]4)[CH2:27][CH2:26]3)[N:16]=[C:15]([C:12]3[CH:13]=[CH:14][C:9]([OH:8])=[CH:10][CH:11]=3)[C:23]=12. The yield is 0.750. (9) The reactants are Br[C:2]1[CH:3]=[C:4]2[C:9](=[N:10][CH:11]=1)[NH:8][C:7](=[O:12])[CH2:6][CH2:5]2.[CH2:13]([N:20]1[C:28]2[C:23](=[CH:24][CH:25]=[CH:26][CH:27]=2)[C:22]([CH2:29][N:30]([CH3:35])[C:31](=[O:34])[CH:32]=[CH2:33])=[CH:21]1)[C:14]1[CH:19]=[CH:18][CH:17]=[CH:16][CH:15]=1.C1(C)C=CC=CC=1P(C1C=CC=CC=1C)C1C=CC=CC=1C.C(N(C(C)C)CC)(C)C. The catalyst is C(#N)CC.CC([O-])=O.CC([O-])=O.[Pd+2]. The product is [CH2:13]([N:20]1[C:28]2[C:23](=[CH:24][CH:25]=[CH:26][CH:27]=2)[C:22]([CH2:29][N:30]([CH3:35])[C:31](=[O:34])/[CH:32]=[CH:33]/[C:2]2[CH:11]=[N:10][C:9]3[NH:8][C:7](=[O:12])[CH2:6][CH2:5][C:4]=3[CH:3]=2)=[CH:21]1)[C:14]1[CH:15]=[CH:16][CH:17]=[CH:18][CH:19]=1. The yield is 0.350. (10) The reactants are [NH2:1][C:2]1[C:3]([CH3:19])=[N:4][C:5]([CH3:18])=[CH:6][C:7]=1[NH:8][C:9]1[CH:14]=[CH:13][C:12]([CH2:15][CH2:16][OH:17])=[CH:11][CH:10]=1.[C:20](O[C:20](=[O:23])[CH2:21][CH3:22])(=[O:23])[CH2:21][CH3:22].[C:29](O)(=O)[CH2:30][CH3:31]. The catalyst is [OH-].[Na+]. The product is [C:20]([O:17][CH2:16][CH2:15][C:12]1[CH:13]=[CH:14][C:9]([N:8]2[C:7]3[CH:6]=[C:5]([CH3:18])[N:4]=[C:3]([CH3:19])[C:2]=3[N:1]=[C:29]2[CH2:30][CH3:31])=[CH:10][CH:11]=1)(=[O:23])[CH2:21][CH3:22]. The yield is 0.690.